The task is: Regression. Given a peptide amino acid sequence and an MHC pseudo amino acid sequence, predict their binding affinity value. This is MHC class I binding data.. This data is from Peptide-MHC class I binding affinity with 185,985 pairs from IEDB/IMGT. (1) The peptide sequence is RRELSKEKL. The MHC is HLA-B27:03 with pseudo-sequence HLA-B27:03. The binding affinity (normalized) is 0.0847. (2) The peptide sequence is LRCNDTNYSGF. The MHC is Mamu-B03 with pseudo-sequence Mamu-B03. The binding affinity (normalized) is 0.336. (3) The MHC is HLA-A02:16 with pseudo-sequence HLA-A02:16. The binding affinity (normalized) is 0.0847. The peptide sequence is VTFGARASF. (4) The peptide sequence is IQFMHEQGY. The MHC is HLA-B07:02 with pseudo-sequence HLA-B07:02. The binding affinity (normalized) is 0.0847. (5) The peptide sequence is KAAFDLSHFL. The MHC is HLA-B40:01 with pseudo-sequence HLA-B40:01. The binding affinity (normalized) is 0. (6) The peptide sequence is GLMWLSYFV. The MHC is HLA-A11:01 with pseudo-sequence HLA-A11:01. The binding affinity (normalized) is 0.202.